Dataset: NCI-60 drug combinations with 297,098 pairs across 59 cell lines. Task: Regression. Given two drug SMILES strings and cell line genomic features, predict the synergy score measuring deviation from expected non-interaction effect. (1) Drug 1: CC1=C(N=C(N=C1N)C(CC(=O)N)NCC(C(=O)N)N)C(=O)NC(C(C2=CN=CN2)OC3C(C(C(C(O3)CO)O)O)OC4C(C(C(C(O4)CO)O)OC(=O)N)O)C(=O)NC(C)C(C(C)C(=O)NC(C(C)O)C(=O)NCCC5=NC(=CS5)C6=NC(=CS6)C(=O)NCCC[S+](C)C)O. Cell line: OVCAR3. Synergy scores: CSS=28.7, Synergy_ZIP=-6.26, Synergy_Bliss=-0.645, Synergy_Loewe=0.699, Synergy_HSA=2.06. Drug 2: CC1=C(C(=O)C2=C(C1=O)N3CC4C(C3(C2COC(=O)N)OC)N4)N. (2) Drug 1: C1CC(C1)(C(=O)O)C(=O)O.[NH2-].[NH2-].[Pt+2]. Drug 2: C1C(C(OC1N2C=NC3=C2NC=NCC3O)CO)O. Cell line: BT-549. Synergy scores: CSS=9.06, Synergy_ZIP=-5.03, Synergy_Bliss=-3.77, Synergy_Loewe=-1.22, Synergy_HSA=-1.05. (3) Drug 1: C1=CC=C(C(=C1)C(C2=CC=C(C=C2)Cl)C(Cl)Cl)Cl. Drug 2: CC12CCC3C(C1CCC2OP(=O)(O)O)CCC4=C3C=CC(=C4)OC(=O)N(CCCl)CCCl.[Na+]. Cell line: LOX IMVI. Synergy scores: CSS=0.771, Synergy_ZIP=-2.86, Synergy_Bliss=-10.2, Synergy_Loewe=-10.5, Synergy_HSA=-8.88. (4) Drug 1: C1CN(CCN1C(=O)CCBr)C(=O)CCBr. Drug 2: COC1=C2C(=CC3=C1OC=C3)C=CC(=O)O2. Cell line: BT-549. Synergy scores: CSS=18.6, Synergy_ZIP=-6.94, Synergy_Bliss=-9.07, Synergy_Loewe=-7.58, Synergy_HSA=-5.32. (5) Drug 1: CS(=O)(=O)OCCCCOS(=O)(=O)C. Drug 2: C1CN(P(=O)(OC1)NCCCl)CCCl. Cell line: K-562. Synergy scores: CSS=11.3, Synergy_ZIP=-0.233, Synergy_Bliss=0.0901, Synergy_Loewe=2.88, Synergy_HSA=-0.659.